This data is from Forward reaction prediction with 1.9M reactions from USPTO patents (1976-2016). The task is: Predict the product of the given reaction. (1) Given the reactants Br[C:2]1[C:3]([NH:18][C:19]2[NH:20][N:21]=[C:22]([O:24][CH:25]([CH3:27])[CH3:26])[CH:23]=2)=[N:4][C:5]([NH:8][CH2:9][C:10]2[O:14][N:13]=[C:12]([C:15]([NH2:17])=[O:16])[CH:11]=2)=[N:6][CH:7]=1.[H][H], predict the reaction product. The product is: [CH3:27][CH:25]([O:24][C:22]1[CH:23]=[C:19]([NH:18][C:3]2[CH:2]=[CH:7][N:6]=[C:5]([NH:8][CH2:9][C:10]3[O:14][N:13]=[C:12]([C:15]([NH2:17])=[O:16])[CH:11]=3)[N:4]=2)[NH:20][N:21]=1)[CH3:26]. (2) Given the reactants [OH:1][C:2]1[CH:3]=[C:4]([NH:9][C:10]2[C:15]3=[C:16]([CH3:22])[C:17]([C:19](O)=[O:20])=[CH:18][N:14]3[N:13]=[CH:12][N:11]=2)[CH:5]=[CH:6][C:7]=1[CH3:8].[CH3:23][N:24]1[CH2:29][CH2:28][NH:27][CH2:26][CH2:25]1.ON1C2C=CC=CC=2N=N1.Cl.CN(C)CCCN=C=NCC, predict the reaction product. The product is: [OH:1][C:2]1[CH:3]=[C:4]([NH:9][C:10]2[C:15]3=[C:16]([CH3:22])[C:17]([C:19]([N:27]4[CH2:28][CH2:29][N:24]([CH3:23])[CH2:25][CH2:26]4)=[O:20])=[CH:18][N:14]3[N:13]=[CH:12][N:11]=2)[CH:5]=[CH:6][C:7]=1[CH3:8]. (3) Given the reactants [NH2:1][C:2]1[CH:10]=[C:9]([O:11][CH3:12])[CH:8]=[C:7]([O:13][CH3:14])[C:3]=1[C:4]([NH2:6])=[O:5].[CH3:15][C:16]1[CH:17]=[C:18]([CH:21]=[C:22]([CH3:33])[C:23]=1[O:24][CH2:25][CH2:26][N:27]1[CH2:32][CH2:31][O:30][CH2:29][CH2:28]1)[CH:19]=O.II.C(=O)([O-])[O-].[K+].[K+], predict the reaction product. The product is: [CH3:33][C:22]1[CH:21]=[C:18]([C:19]2[NH:6][C:4](=[O:5])[C:3]3[C:2](=[CH:10][C:9]([O:11][CH3:12])=[CH:8][C:7]=3[O:13][CH3:14])[N:1]=2)[CH:17]=[C:16]([CH3:15])[C:23]=1[O:24][CH2:25][CH2:26][N:27]1[CH2:32][CH2:31][O:30][CH2:29][CH2:28]1. (4) Given the reactants CC([NH:4][C:5]12[CH2:14][C:12]3([CH3:15])[CH2:13][CH:7]([CH2:8][C:9]([CH3:16])([CH2:11]3)[CH2:10]1)[CH2:6]2)=O.C(O)CCC.[OH-].[Na+], predict the reaction product. The product is: [CH3:16][C:9]12[CH2:10][C:5]3([NH2:4])[CH2:6][CH:7]([CH2:13][C:12]([CH3:15])([CH2:14]3)[CH2:11]1)[CH2:8]2. (5) Given the reactants [CH3:1][O:2][C:3]1[CH:4]=[C:5]2[C:10](=[CH:11][C:12]=1[O:13][CH3:14])[N:9]=[CH:8][CH:7]=[C:6]2[O:15][C:16]1[CH:22]=[CH:21][C:19]([NH2:20])=[CH:18][CH:17]=1.C1(C)C=CC=CC=1.C(N(CC)CC)C.ClC(Cl)(O[C:41](=[O:47])[O:42][C:43](Cl)(Cl)Cl)Cl.[F:49][C:50]1[CH:59]=[CH:58][CH:57]=[CH:56][C:51]=1[O:52][CH2:53]CO, predict the reaction product. The product is: [CH3:1][O:2][C:3]1[CH:4]=[C:5]2[C:10](=[CH:11][C:12]=1[O:13][CH3:14])[N:9]=[CH:8][CH:7]=[C:6]2[O:15][C:16]1[CH:22]=[CH:21][C:19]([NH:20][C:41](=[O:47])[O:42][CH2:43][CH2:53][O:52][C:51]2[CH:56]=[CH:57][CH:58]=[CH:59][C:50]=2[F:49])=[CH:18][CH:17]=1. (6) The product is: [Cl:15][C:14]1[CH:13]=[C:12]([Cl:16])[CH:11]=[C:10]([Cl:17])[C:9]=1[C@@H:7]1[CH2:8][C@H:6]1[CH:4]([NH:3][O:2][CH3:1])[CH3:5]. Given the reactants [CH3:1][O:2][N:3]=[C:4]([CH:6]1[CH2:8][CH:7]1[C:9]1[C:14]([Cl:15])=[CH:13][C:12]([Cl:16])=[CH:11][C:10]=1[Cl:17])[CH3:5].C(O)(=O)C.C([BH3-])#N.[Na+], predict the reaction product.